From a dataset of Full USPTO retrosynthesis dataset with 1.9M reactions from patents (1976-2016). Predict the reactants needed to synthesize the given product. (1) Given the product [CH3:5][C:2]([C:6]1[NH:7][C:8]2[C:13]([CH:14]=1)=[CH:12][C:11]([N+:15]([O-:17])=[O:16])=[CH:10][CH:9]=2)([CH3:1])[CH2:3][NH:4][C:25](=[O:26])[O:27][C:28]([CH3:31])([CH3:30])[CH3:29], predict the reactants needed to synthesize it. The reactants are: [CH3:1][C:2]([C:6]1[NH:7][C:8]2[C:13]([CH:14]=1)=[CH:12][C:11]([N+:15]([O-:17])=[O:16])=[CH:10][CH:9]=2)([CH3:5])[CH2:3][NH2:4].CCN(CC)CC.[C:25](O[C:25]([O:27][C:28]([CH3:31])([CH3:30])[CH3:29])=[O:26])([O:27][C:28]([CH3:31])([CH3:30])[CH3:29])=[O:26].O. (2) Given the product [CH2:19]([NH:22][C:2]1[N:3]=[C:4]([NH:12][N:13]2[CH2:18][CH2:17][CH2:16][CH2:15][CH2:14]2)[C:5]2[S:10][CH:9]=[C:8]([CH3:11])[C:6]=2[N:7]=1)[CH:20]=[CH2:21], predict the reactants needed to synthesize it. The reactants are: Cl[C:2]1[N:3]=[C:4]([NH:12][N:13]2[CH2:18][CH2:17][CH2:16][CH2:15][CH2:14]2)[C:5]2[S:10][CH:9]=[C:8]([CH3:11])[C:6]=2[N:7]=1.[CH2:19]([NH2:22])[CH:20]=[CH2:21].C(=O)([O-])O.[Na+]. (3) The reactants are: P(Cl)(Cl)(Cl)=O.[Br:6][C:7]1[CH:8]=[C:9]2[C:14](=[CH:15][CH:16]=1)[C:13](=[O:17])[N:12]([CH2:18][CH:19]1[CH2:21][CH2:20]1)[CH:11]=[CH:10]2.CN([CH:25]=[O:26])C. Given the product [Br:6][C:7]1[CH:8]=[C:9]2[C:14](=[CH:15][CH:16]=1)[C:13](=[O:17])[N:12]([CH2:18][CH:19]1[CH2:20][CH2:21]1)[CH:11]=[C:10]2[CH:25]=[O:26], predict the reactants needed to synthesize it. (4) Given the product [C:1]([O:5][C:6](=[O:21])[C:7]1[CH:8]=[CH:9][C:10]([N:13]([C:23]2[CH:28]=[CH:27][C:26]([O:29][CH:30]([F:32])[F:31])=[C:25]([O:33][CH2:34][CH3:35])[CH:24]=2)[CH2:14][C:15]2[CH:16]=[N:17][CH:18]=[CH:19][CH:20]=2)=[CH:11][CH:12]=1)([CH3:4])([CH3:2])[CH3:3], predict the reactants needed to synthesize it. The reactants are: [C:1]([O:5][C:6](=[O:21])[C:7]1[CH:12]=[CH:11][C:10]([NH:13][CH2:14][C:15]2[CH:16]=[N:17][CH:18]=[CH:19][CH:20]=2)=[CH:9][CH:8]=1)([CH3:4])([CH3:3])[CH3:2].Br[C:23]1[CH:28]=[CH:27][C:26]([O:29][CH:30]([F:32])[F:31])=[C:25]([O:33][CH2:34][CH3:35])[CH:24]=1.[OH-].[Na+]. (5) The reactants are: [N+:1]([C:4]1[CH:9]=[CH:8][C:7]([SH:10])=[CH:6][CH:5]=1)([O-:3])=[O:2].[OH-].[Na+].[CH3:13]I. Given the product [CH3:13][S:10][C:7]1[CH:8]=[CH:9][C:4]([N+:1]([O-:3])=[O:2])=[CH:5][CH:6]=1, predict the reactants needed to synthesize it. (6) Given the product [Cl:8][C:9]1[CH:26]=[CH:25][C:12]([O:13][CH2:14][C@@H:15]([NH2:17])[CH3:16])=[C:11]([C:27]([CH3:32])([CH3:33])[C:28]([F:29])([F:30])[F:31])[CH:10]=1, predict the reactants needed to synthesize it. The reactants are: FC(F)(F)C(O)=O.[Cl:8][C:9]1[CH:26]=[CH:25][C:12]([O:13][CH2:14][C@@H:15]([NH:17]C(=O)OC(C)(C)C)[CH3:16])=[C:11]([C:27]([CH3:33])([CH3:32])[C:28]([F:31])([F:30])[F:29])[CH:10]=1.[OH-].[Na+]. (7) Given the product [F:18][C:19]1[CH:27]=[CH:26][C:22]([C:23]([NH:1][C@@H:2]([CH2:6][CH2:7][CH2:8][C:9]([OH:11])=[O:10])[C:3]([OH:5])=[O:4])=[O:24])=[CH:21][CH:20]=1, predict the reactants needed to synthesize it. The reactants are: [NH2:1][C@@H:2]([CH2:6][CH2:7][CH2:8][C:9]([OH:11])=[O:10])[C:3]([OH:5])=[O:4].C(=O)([O-])[O-].[Na+].[Na+].[F:18][C:19]1[CH:27]=[CH:26][C:22]([C:23](Cl)=[O:24])=[CH:21][CH:20]=1. (8) Given the product [Br:1][C:2]1[C:3]([NH:17][NH2:18])=[N:4][C:5]([N:9]2[C:13]([CH3:14])=[CH:12][CH:11]=[C:10]2[CH3:15])=[N:6][C:7]=1[CH3:8], predict the reactants needed to synthesize it. The reactants are: [Br:1][C:2]1[C:3](Cl)=[N:4][C:5]([N:9]2[C:13]([CH3:14])=[CH:12][CH:11]=[C:10]2[CH3:15])=[N:6][C:7]=1[CH3:8].[NH2:17][NH2:18]. (9) The reactants are: [NH2:1][C:2]1[N:3]=[CH:4][C:5]([C:8]2[C:9]([F:19])=[C:10]([OH:18])[C:11]([CH:14]3[CH2:17][CH2:16][CH2:15]3)=[CH:12][CH:13]=2)=[N:6][CH:7]=1.Cl[C:21]1[CH:26]=[C:25]([CH3:27])[N:24]=[C:23]([N:28]([CH3:30])[CH3:29])[N:22]=1. Given the product [NH2:1][C:2]1[N:3]=[CH:4][C:5]([C:8]2[C:9]([F:19])=[C:10]([C:11]([CH:14]3[CH2:15][CH2:16][CH2:17]3)=[CH:12][CH:13]=2)[O:18][C:21]2[CH:26]=[C:25]([CH3:27])[N:24]=[C:23]([N:28]([CH3:30])[CH3:29])[N:22]=2)=[N:6][CH:7]=1, predict the reactants needed to synthesize it.